The task is: Predict which catalyst facilitates the given reaction.. This data is from Catalyst prediction with 721,799 reactions and 888 catalyst types from USPTO. Reactant: [CH3:1][C:2]1[CH:7]=[C:6]([O:8][C:9]2[CH:14]=[CH:13][C:12]([C:15]([O:24][CH2:25][O:26][CH3:27])([C:20]([F:23])([F:22])[F:21])[C:16]([F:19])([F:18])[F:17])=[CH:11][C:10]=2[CH2:28][CH2:29][CH3:30])[CH:5]=[CH:4][C:3]=1[N+:31]([O-])=O. Product: [CH3:1][C:2]1[CH:7]=[C:6]([O:8][C:9]2[CH:14]=[CH:13][C:12]([C:15]([O:24][CH2:25][O:26][CH3:27])([C:16]([F:17])([F:18])[F:19])[C:20]([F:21])([F:22])[F:23])=[CH:11][C:10]=2[CH2:28][CH2:29][CH3:30])[CH:5]=[CH:4][C:3]=1[NH2:31]. The catalyst class is: 129.